This data is from Full USPTO retrosynthesis dataset with 1.9M reactions from patents (1976-2016). The task is: Predict the reactants needed to synthesize the given product. (1) Given the product [CH3:57][C:46]([CH3:58])([CH2:45][CH2:44][C:42]1[S:43][C:39]([C:36]2[CH:35]=[CH:34][C:33]([NH:32][C:69]([NH:68][C:61]3[CH:62]=[C:63]([F:67])[C:64]([F:66])=[CH:65][C:60]=3[F:59])=[O:70])=[CH:38][CH:37]=2)=[CH:40][N:41]=1)[C:47]([NH:49][S:50]([C:53]([F:54])([F:55])[F:56])(=[O:52])=[O:51])=[O:48], predict the reactants needed to synthesize it. The reactants are: FC(F)(F)C1C=C(NC(=O)NC2C=CC(C3SC(CCC(OC)=O)=NC=3)=CC=2)C=CC=1.[NH2:32][C:33]1[CH:38]=[CH:37][C:36]([C:39]2[S:43][C:42]([CH2:44][CH2:45][C:46]([CH3:58])([CH3:57])[C:47]([NH:49][S:50]([C:53]([F:56])([F:55])[F:54])(=[O:52])=[O:51])=[O:48])=[N:41][CH:40]=2)=[CH:35][CH:34]=1.[F:59][C:60]1[CH:65]=[C:64]([F:66])[C:63]([F:67])=[CH:62][C:61]=1[N:68]=[C:69]=[O:70]. (2) Given the product [CH:37]([N:40]1[CH2:45][CH2:44][N:43]([CH2:6][C:7]2[N:12]=[CH:11][C:10]3[N:13]=[CH:14][N:15]([C:16]4[S:17][C:18]([C:34]([NH2:35])=[O:36])=[C:19]([O:21][C@@H:22]([C:24]5[CH:29]=[CH:28][CH:27]=[CH:26][C:25]=5[C:30]([F:33])([F:31])[F:32])[CH3:23])[CH:20]=4)[C:9]=3[CH:8]=2)[CH2:42][CH2:41]1)([CH3:39])[CH3:38], predict the reactants needed to synthesize it. The reactants are: CS(O[CH2:6][C:7]1[N:12]=[CH:11][C:10]2[N:13]=[CH:14][N:15]([C:16]3[S:17][C:18]([C:34](=[O:36])[NH2:35])=[C:19]([O:21][C@@H:22]([C:24]4[CH:29]=[CH:28][CH:27]=[CH:26][C:25]=4[C:30]([F:33])([F:32])[F:31])[CH3:23])[CH:20]=3)[C:9]=2[CH:8]=1)(=O)=O.[CH:37]([N:40]1[CH2:45][CH2:44][NH:43][CH2:42][CH2:41]1)([CH3:39])[CH3:38]. (3) Given the product [C:35]1(=[O:34])[N:36]([CH:49]([C:53]2[CH:58]=[CH:57][C:56]([O:59][CH2:60][CH3:61])=[C:55]([O:65][CH2:66][CH3:67])[CH:54]=2)[CH2:50][C:51]#[N:52])[C:37](=[O:48])[C:38]2=[CH:39][CH:40]=[CH:41][CH:42]=[C:43]12, predict the reactants needed to synthesize it. The reactants are: O=C1C2C=C3C=CC=CC3=CC=2C(=O)N1C(C1C=CC(OC)=C(OC2CCCC2)C=1)CC#N.[O:34]=[C:35]1[C:43]2[CH:42]=[C:41]3C=CC=C[C:40]3=[CH:39][C:38]=2[C:37](=[O:48])[N:36]1[CH:49]([C:53]1[CH:58]=[CH:57][C:56]([O:59][CH:60]2CCC[CH2:61]2)=[C:55]([O:65][CH2:66][CH3:67])[CH:54]=1)[CH2:50][C:51]#[N:52].O=C1C2C=C3C=CC=CC3=CC=2C(=O)N1C(C1C=CC(OC2CCCCC2)=C(OCC)C=1)CC#N.O=C1C2C=C3C=CC=CC3=CC=2C(=O)N1C(C1C=CC(OC2CCCCC2)=C(OC)C=1)CC#N.C(#N)CC.O=C1C2C=C3C=CC=CC3=CC=2C(=O)N1C(C1C=CC(OCC)=C(OC2CCCC2)C=1)CC#N. (4) Given the product [OH:5][C@H:4]([C:10]([CH3:13])([CH3:14])[CH2:11][OH:12])[C:22]#[N:23], predict the reactants needed to synthesize it. The reactants are: OC1C(C)(C)C[O:5][CH:4]([C:10]([CH3:14])([CH3:13])[CH2:11][OH:12])O1.OCC(C)(C)C=O.[CH:22]#[N:23]. (5) Given the product [CH:21]1([CH2:20][CH:19]([C:27]2[CH:28]=[CH:29][C:30]([C:33]3[CH:38]=[CH:37][C:36]([C:39]([F:40])([F:41])[F:42])=[CH:35][CH:34]=3)=[CH:31][CH:32]=2)[O:18][C:15]2[CH:16]=[CH:17][C:12]([C:11]([N:9]([CH3:10])[CH2:8][CH2:7][C:6]([OH:44])=[O:5])=[O:43])=[CH:13][CH:14]=2)[CH2:22][CH2:23][CH2:24][CH2:25][CH2:26]1, predict the reactants needed to synthesize it. The reactants are: C([O:5][C:6](=[O:44])[CH2:7][CH2:8][N:9]([C:11](=[O:43])[C:12]1[CH:17]=[CH:16][C:15]([O:18][CH:19]([C:27]2[CH:32]=[CH:31][C:30]([C:33]3[CH:38]=[CH:37][C:36]([C:39]([F:42])([F:41])[F:40])=[CH:35][CH:34]=3)=[CH:29][CH:28]=2)[CH2:20][CH:21]2[CH2:26][CH2:25][CH2:24][CH2:23][CH2:22]2)=[CH:14][CH:13]=1)[CH3:10])(C)(C)C.[Li+].[OH-].Cl. (6) Given the product [CH3:15][O:14][C:12](=[O:13])[CH:9]([NH:8][C:6]([O:5][C:1]([CH3:4])([CH3:3])[CH3:2])=[O:7])[CH2:10][S:23]([CH3:22])(=[O:25])=[O:24], predict the reactants needed to synthesize it. The reactants are: [C:1]([O:5][C:6]([NH:8][C@H:9]([C:12]([OH:14])=[O:13])[CH2:10]O)=[O:7])([CH3:4])([CH3:3])[CH3:2].[CH2:15](N(CC)CC)C.[CH3:22][S:23](Cl)(=[O:25])=[O:24].Cl. (7) Given the product [CH2:19]([O:18][C:4]1[CH:3]=[C:2]([NH:1][CH2:31][C:30]2[CH:33]=[CH:34][C:27]([Br:26])=[CH:28][CH:29]=2)[CH:17]=[CH:16][C:5]=1[C:6]([O:8][CH2:9][C:10]1[CH:15]=[CH:14][CH:13]=[CH:12][CH:11]=1)=[O:7])[C:20]1[CH:25]=[CH:24][CH:23]=[CH:22][CH:21]=1, predict the reactants needed to synthesize it. The reactants are: [NH2:1][C:2]1[CH:17]=[CH:16][C:5]([C:6]([O:8][CH2:9][C:10]2[CH:15]=[CH:14][CH:13]=[CH:12][CH:11]=2)=[O:7])=[C:4]([O:18][CH2:19][C:20]2[CH:25]=[CH:24][CH:23]=[CH:22][CH:21]=2)[CH:3]=1.[Br:26][C:27]1[CH:34]=[CH:33][C:30]([CH:31]=O)=[CH:29][CH:28]=1.